Task: Regression. Given two drug SMILES strings and cell line genomic features, predict the synergy score measuring deviation from expected non-interaction effect.. Dataset: NCI-60 drug combinations with 297,098 pairs across 59 cell lines Drug 1: C1CC(=O)NC(=O)C1N2CC3=C(C2=O)C=CC=C3N. Drug 2: COC1=CC(=CC(=C1O)OC)C2C3C(COC3=O)C(C4=CC5=C(C=C24)OCO5)OC6C(C(C7C(O6)COC(O7)C8=CC=CS8)O)O. Cell line: MDA-MB-435. Synergy scores: CSS=11.0, Synergy_ZIP=-1.82, Synergy_Bliss=3.09, Synergy_Loewe=2.01, Synergy_HSA=1.45.